Dataset: NCI-60 drug combinations with 297,098 pairs across 59 cell lines. Task: Regression. Given two drug SMILES strings and cell line genomic features, predict the synergy score measuring deviation from expected non-interaction effect. Drug 1: C1=NC2=C(N1)C(=S)N=C(N2)N. Synergy scores: CSS=32.3, Synergy_ZIP=-0.650, Synergy_Bliss=-1.31, Synergy_Loewe=-6.86, Synergy_HSA=1.25. Drug 2: CC1=C(C(CCC1)(C)C)C=CC(=CC=CC(=CC(=O)O)C)C. Cell line: SF-295.